This data is from Catalyst prediction with 721,799 reactions and 888 catalyst types from USPTO. The task is: Predict which catalyst facilitates the given reaction. (1) Reactant: [N+:1]([C:4]1[CH:5]=[C:6]([CH:10]=[CH:11][CH:12]=1)[C:7](Cl)=[O:8])([O-:3])=[O:2].[CH:13]1[CH:14]=[CH:15][N:16]2[C:21]=1[CH:20]=[CH:19][CH:18]=[CH:17]2.C(OCC)(=O)C.O. Product: [N+:1]([C:4]1[CH:5]=[C:6]([CH:10]=[CH:11][CH:12]=1)[C:7]([C:15]1[N:16]2[C:21]([CH:20]=[CH:19][CH:18]=[CH:17]2)=[CH:13][CH:14]=1)=[O:8])([O-:3])=[O:2]. The catalyst class is: 4. (2) Reactant: [C:1]1([N:7]2[C:11]3[CH:12]=[C:13]([O:16][CH2:17][CH2:18][CH2:19][OH:20])[CH:14]=[CH:15][C:10]=3[N:9]=[C:8]2[C:21]2[CH:26]=[CH:25][CH:24]=[CH:23][CH:22]=2)[CH:6]=[CH:5][CH:4]=[CH:3][CH:2]=1.CC(C)=[O:29].OS(O)(=O)=O.O=[Cr](=O)=O. Product: [C:1]1([N:7]2[C:11]3[CH:12]=[C:13]([O:16][CH2:17][CH2:18][C:19]([OH:29])=[O:20])[CH:14]=[CH:15][C:10]=3[N:9]=[C:8]2[C:21]2[CH:22]=[CH:23][CH:24]=[CH:25][CH:26]=2)[CH:6]=[CH:5][CH:4]=[CH:3][CH:2]=1. The catalyst class is: 21. (3) Reactant: [O:1]1[C:6]2[CH:7]=[CH:8][CH:9]=[CH:10][C:5]=2[NH:4][C:3](=[O:11])[CH2:2]1.[Al+3].[Cl-].[Cl-].[Cl-].[F:16][C:17]1[CH:22]=[CH:21][CH:20]=[CH:19][C:18]=1[CH2:23][C:24](Cl)=[O:25]. Product: [F:16][C:17]1[CH:22]=[CH:21][CH:20]=[CH:19][C:18]=1[CH2:23][C:24]([C:9]1[CH:8]=[CH:7][C:6]2[O:1][CH2:2][C:3](=[O:11])[NH:4][C:5]=2[CH:10]=1)=[O:25]. The catalyst class is: 641. (4) Product: [C:1]([O:5][C:33](=[O:34])[CH2:31][CH2:29][CH2:27][CH2:25][C:24]1[N:9]=[N:8][N:7]([CH2:10][C:11](=[O:12])[NH:13][CH2:14][CH2:15][C:16]2[CH:17]=[CH:18][C:19]([OH:22])=[CH:20][CH:21]=2)[CH:41]=1)([CH3:4])([CH3:3])[CH3:2]. Reactant: [C:1]([OH:5])([CH3:4])([CH3:3])[CH3:2].O.[N:7]([CH2:10][C:11]([NH:13][CH2:14][CH2:15][C:16]1[CH:21]=[CH:20][C:19]([OH:22])=[CH:18][CH:17]=1)=[O:12])=[N+:8]=[N-:9].O=[C:24]1O[C@H:29]([C@H:31]([CH2:33][OH:34])O)[C:27]([O-])=[C:25]1O.[Na+].S([O-])([O-])(=O)=O.[CH2:41]1COCC1. The catalyst class is: 6. (5) Reactant: Br[CH2:2][CH2:3][CH2:4][CH2:5][C:6]([O:8][CH2:9][CH3:10])=[O:7].[Br:11][C:12]1[CH:19]=[CH:18][C:15]([CH:16]=[O:17])=[CH:14][CH:13]=1.CC(C)([O-])C.[K+].[Cl-].[NH4+]. Product: [Br:11][C:12]1[CH:19]=[CH:18][C:15]([C@H:16]2[C@H:5]([C:6]([O:8][CH2:9][CH3:10])=[O:7])[CH2:4][CH2:3][CH2:2][O:17]2)=[CH:14][CH:13]=1. The catalyst class is: 7.